Dataset: Peptide-MHC class I binding affinity with 185,985 pairs from IEDB/IMGT. Task: Regression. Given a peptide amino acid sequence and an MHC pseudo amino acid sequence, predict their binding affinity value. This is MHC class I binding data. (1) The peptide sequence is ELHNGFTGY. The MHC is HLA-A80:01 with pseudo-sequence HLA-A80:01. The binding affinity (normalized) is 0.0847. (2) The MHC is HLA-B08:03 with pseudo-sequence HLA-B08:03. The binding affinity (normalized) is 0.0847. The peptide sequence is TVLEFILQK.